Dataset: Full USPTO retrosynthesis dataset with 1.9M reactions from patents (1976-2016). Task: Predict the reactants needed to synthesize the given product. (1) Given the product [NH3:8].[CH3:6][C@@H:7]1[CH2:11][CH2:10][CH2:9][N:8]1[CH2:2][CH2:3][CH2:4][OH:5], predict the reactants needed to synthesize it. The reactants are: Br[CH2:2][CH2:3][CH2:4][OH:5].[CH3:6][C@@H:7]1[CH2:11][CH2:10][CH2:9][NH:8]1.[OH-].[K+]. (2) Given the product [CH3:12][C:9]1[CH:8]=[CH:7][C:6]2[C:11](=[C:2]([NH:24][C:25]3[N:26]=[C:27]([CH3:30])[S:28][CH:29]=3)[N:3]=[CH:4][C:5]=2[C:17]2[C:18]([CH3:23])=[N:19][CH:20]=[CH:21][CH:22]=2)[N:10]=1, predict the reactants needed to synthesize it. The reactants are: Cl[C:2]1[C:11]2[N:10]=[C:9]([CH3:12])[CH:8]=[CH:7][C:6]=2[C:5](B(O)O)=[CH:4][N:3]=1.Br[C:17]1[C:18]([CH3:23])=[N:19][CH:20]=[CH:21][CH:22]=1.[NH2:24][C:25]1[N:26]=[C:27]([CH3:30])[S:28][CH:29]=1. (3) The reactants are: [C:1]([OH:12])(=[O:11])[C:2]1[CH:10]=[C:8]([OH:9])[C:6]([OH:7])=[C:4]([OH:5])[CH:3]=1.[C:13]1(O)[C:22]2[C:17](=[CH:18][CH:19]=[CH:20][CH:21]=2)[CH:16]=[C:15]([OH:23])[CH:14]=1. Given the product [OH:5][C:4]1[CH:3]=[C:2]([CH:10]=[C:8]([OH:9])[C:6]=1[OH:7])[C:1]([O:12][C:13]1[C:22]2[C:17](=[CH:18][CH:19]=[CH:20][CH:21]=2)[CH:16]=[C:15]([O:23][C:1](=[O:11])[C:2]2[CH:10]=[C:8]([OH:9])[C:6]([OH:7])=[C:4]([OH:5])[CH:3]=2)[CH:14]=1)=[O:11], predict the reactants needed to synthesize it. (4) Given the product [CH2:1]([N:8]1[CH2:13][CH2:12][C:11]2([C:21]3[C:20](=[O:22])[NH:19][C:18](=[O:23])[N:17]([CH2:33][C:32]4[C:35]([C:39]([F:40])([F:42])[F:41])=[CH:36][CH:37]=[CH:38][C:31]=4[F:30])[C:16]=3[CH2:15][O:14]2)[CH2:10][CH2:9]1)[C:2]1[CH:3]=[CH:4][CH:5]=[CH:6][CH:7]=1, predict the reactants needed to synthesize it. The reactants are: [CH2:1]([N:8]1[CH2:13][CH2:12][C:11]2([C:21]3[C:20](=[O:22])[NH:19][C:18](=[O:23])[NH:17][C:16]=3[CH2:15][O:14]2)[CH2:10][CH2:9]1)[C:2]1[CH:7]=[CH:6][CH:5]=[CH:4][CH:3]=1.C(=O)([O-])[O-].[K+].[K+].[F:30][C:31]1[CH:38]=[CH:37][CH:36]=[C:35]([C:39]([F:42])([F:41])[F:40])[C:32]=1[CH2:33]Br.C(OCC)(=O)C. (5) Given the product [NH2:12][C:11]1[C:3]([NH:2][CH3:1])=[C:4]([CH:8]=[CH:9][CH:10]=1)[C:5]([OH:7])=[O:6], predict the reactants needed to synthesize it. The reactants are: [CH3:1][NH:2][C:3]1[C:11]([N+:12]([O-])=O)=[CH:10][CH:9]=[CH:8][C:4]=1[C:5]([OH:7])=[O:6].[H][H]. (6) Given the product [Cl:1][C:2]1[CH:3]=[C:4]2[C:8](=[CH:9][CH:10]=1)[N:7]([C:11]1[N:15]([CH3:16])[N:14]=[C:13]([CH3:17])[C:12]=1[CH2:18][CH2:19][CH:20]([OH:26])[C:21]([O:23][CH2:24][CH3:25])=[O:22])[CH:6]=[CH:5]2, predict the reactants needed to synthesize it. The reactants are: [Cl:1][C:2]1[CH:3]=[C:4]2[C:8](=[CH:9][CH:10]=1)[N:7]([C:11]1[N:15]([CH3:16])[N:14]=[C:13]([CH3:17])[C:12]=1/[CH:18]=[CH:19]/[C:20](=[O:26])[C:21]([O:23][CH2:24][CH3:25])=[O:22])[CH:6]=[CH:5]2.[H][H]. (7) The reactants are: C(=O)([O-])[O-].[K+].[K+].C([O:10][CH2:11][C@H:12]([O:40]C(=O)C)[C@H:13]1[O:17][C:16](=[O:18])[N:15]([C:19]2[CH:28]=[C:27]3[C:22]([CH:23]=[C:24]([C:30]4[CH:35]=[CH:34][CH:33]=[CH:32][C:31]=4[C:36]([F:39])([F:38])[F:37])[NH:25][C:26]3=[O:29])=[CH:21][CH:20]=2)[CH2:14]1)(=O)C.Cl. Given the product [OH:40][C@H:12]([C@H:13]1[O:17][C:16](=[O:18])[N:15]([C:19]2[CH:28]=[C:27]3[C:22]([CH:23]=[C:24]([C:30]4[CH:35]=[CH:34][CH:33]=[CH:32][C:31]=4[C:36]([F:37])([F:39])[F:38])[NH:25][C:26]3=[O:29])=[CH:21][CH:20]=2)[CH2:14]1)[CH2:11][OH:10], predict the reactants needed to synthesize it. (8) Given the product [CH:30]1[C:31]2[C:26](=[CH:25][CH:24]=[CH:23][CH:22]=2)[CH:27]=[CH:28][C:29]=1[C:2]1[C:3]([C:16]2[CH:21]=[CH:20][CH:19]=[CH:18][CH:17]=2)=[N:4][C:5]2[C:10]([N:11]=1)=[CH:9][C:8]([C:12]([O:14][CH3:15])=[O:13])=[CH:7][CH:6]=2, predict the reactants needed to synthesize it. The reactants are: Cl[C:2]1[C:3]([C:16]2[CH:21]=[CH:20][CH:19]=[CH:18][CH:17]=2)=[N:4][C:5]2[C:10]([N:11]=1)=[CH:9][C:8]([C:12]([O:14][CH3:15])=[O:13])=[CH:7][CH:6]=2.[CH:22]1[C:31]2[C:26](=[CH:27][CH:28]=[CH:29][CH:30]=2)[CH:25]=[CH:24][C:23]=1B(O)O.